This data is from Full USPTO retrosynthesis dataset with 1.9M reactions from patents (1976-2016). The task is: Predict the reactants needed to synthesize the given product. (1) The reactants are: [Cl:1][C:2]1[CH:24]=[CH:23][C:5]([CH2:6][NH:7][C:8]([C:10]2[C:11](=[O:22])[C:12]3[CH:19]=[C:18]([CH2:20]Cl)[S:17][C:13]=3[N:14]([CH3:16])[CH:15]=2)=[O:9])=[CH:4][CH:3]=1.CN(C=O)C.C(N(CC)C(C)C)(C)C.[S:39]1[C:43]2[CH:44]=[CH:45][CH:46]=[CH:47][C:42]=2[N:41]=[C:40]1[CH:48]([OH:52])[CH2:49][NH:50][CH3:51]. Given the product [S:39]1[C:43]2[CH:44]=[CH:45][CH:46]=[CH:47][C:42]=2[N:41]=[C:40]1[CH:48]([OH:52])[CH2:49][N:50]([CH2:20][C:18]1[S:17][C:13]2[N:14]([CH3:16])[CH:15]=[C:10]([C:8]([NH:7][CH2:6][C:5]3[CH:23]=[CH:24][C:2]([Cl:1])=[CH:3][CH:4]=3)=[O:9])[C:11](=[O:22])[C:12]=2[CH:19]=1)[CH3:51], predict the reactants needed to synthesize it. (2) Given the product [CH3:26][O:25][CH2:24][CH2:23][S:20]([N:17]1[CH2:18][CH2:19][CH:14]([C:5]2[C:4]3[C:8](=[C:9]([C:11]([NH2:13])=[O:12])[CH:10]=[C:2]([B:30]4[O:31][C:32]([CH3:34])([CH3:33])[C:28]([CH3:44])([CH3:27])[O:29]4)[CH:3]=3)[NH:7][CH:6]=2)[CH2:15][CH2:16]1)(=[O:22])=[O:21], predict the reactants needed to synthesize it. The reactants are: Br[C:2]1[CH:3]=[C:4]2[C:8](=[C:9]([C:11]([NH2:13])=[O:12])[CH:10]=1)[NH:7][CH:6]=[C:5]2[CH:14]1[CH2:19][CH2:18][N:17]([S:20]([CH2:23][CH2:24][O:25][CH3:26])(=[O:22])=[O:21])[CH2:16][CH2:15]1.[CH3:27][C:28]1([CH3:44])[C:32]([CH3:34])([CH3:33])[O:31][B:30]([B:30]2[O:31][C:32]([CH3:34])([CH3:33])[C:28]([CH3:44])([CH3:27])[O:29]2)[O:29]1.C([O-])(=O)C.[K+].CC(C1C=C(C(C)C)C(C2C=CC=CC=2P(C2CCCCC2)C2CCCCC2)=C(C(C)C)C=1)C. (3) Given the product [CH:11]([C:10]1[C:4]2[C:5](=[N:6][CH:7]=[C:2]([C:43]3[CH:44]=[C:45]([NH:49][C:50](=[O:53])[CH2:51][CH3:52])[CH:46]=[N:47][CH:48]=3)[CH:3]=2)[N:8]([CH:13]2[CH2:18][CH2:17][CH2:16][CH2:15][O:14]2)[N:9]=1)=[O:12], predict the reactants needed to synthesize it. The reactants are: Br[C:2]1[CH:3]=[C:4]2[C:10]([CH:11]=[O:12])=[N:9][N:8]([CH:13]3[CH2:18][CH2:17][CH2:16][CH2:15][O:14]3)[C:5]2=[N:6][CH:7]=1.B1(B2OC(C)(C)C(C)(C)O2)OC(C)(C)C(C)(C)O1.CC([O-])=O.[K+].Br[C:43]1[CH:44]=[C:45]([NH:49][C:50](=[O:53])[CH2:51][CH3:52])[CH:46]=[N:47][CH:48]=1.P([O-])([O-])([O-])=O.[K+].[K+].[K+]. (4) The reactants are: I.[Cl:2][C:3]1[CH:4]=[C:5]([C@H:9]2[C@@H:13]([C:14]3[CH:19]=[CH:18][CH:17]=[C:16]([Cl:20])[CH:15]=3)[NH:12][C:11]([S:21][CH3:22])=[N:10]2)[CH:6]=[CH:7][CH:8]=1.[C:23]([O:27][C:28](O[C:28]([O:27][C:23]([CH3:26])([CH3:25])[CH3:24])=[O:29])=[O:29])([CH3:26])([CH3:25])[CH3:24].C(N(CC)C(C)C)(C)C. Given the product [Cl:2][C:3]1[CH:4]=[C:5]([C@H:9]2[C@@H:13]([C:14]3[CH:19]=[CH:18][CH:17]=[C:16]([Cl:20])[CH:15]=3)[N:12]([C:28]([O:27][C:23]([CH3:26])([CH3:25])[CH3:24])=[O:29])[C:11]([S:21][CH3:22])=[N:10]2)[CH:6]=[CH:7][CH:8]=1, predict the reactants needed to synthesize it. (5) Given the product [Br:1][C:2]1[C:7]([CH3:8])=[CH:6][CH:5]=[CH:4][C:3]=1[C@@H:9]([OH:11])[CH3:10], predict the reactants needed to synthesize it. The reactants are: [Br:1][C:2]1[C:7]([CH3:8])=[CH:6][CH:5]=[CH:4][C:3]=1[C:9](=[O:11])[CH3:10].B.Cl. (6) Given the product [OH:24][C:23]1[C:18]2[NH:17][CH:16]=[C:15]([CH2:14][NH:8][CH2:9][C@@H:10]([OH:13])[CH2:11][OH:12])[C:19]=2[N:20]=[CH:21][N:22]=1, predict the reactants needed to synthesize it. The reactants are: C([N:8]([CH2:14][C:15]1[C:19]2[N:20]=[CH:21][N:22]=[C:23]([OH:24])[C:18]=2[NH:17][CH:16]=1)[CH2:9][C@@H:10]([OH:13])[CH2:11][OH:12])C1C=CC=CC=1.[H][H]. (7) Given the product [CH2:1]([C:3]1[C:11]2[C:6](=[CH:7][C:8]([OH:21])=[CH:9][CH:10]=2)[N:5]([C:15]2[CH:20]=[CH:19][CH:18]=[CH:17][CH:16]=2)[N:4]=1)[CH3:2], predict the reactants needed to synthesize it. The reactants are: [CH2:1]([C:3]1[C:11]2[C:6](=[CH:7][C:8](B(O)O)=[CH:9][CH:10]=2)[N:5]([C:15]2[CH:20]=[CH:19][CH:18]=[CH:17][CH:16]=2)[N:4]=1)[CH3:2].[OH:21]O. (8) The reactants are: Br[C:2]1[CH:7]=[CH:6][C:5]([Br:8])=[C:4]([CH3:9])[N:3]=1.[OH2:10].[CH3:11][O-].[Na+].CO. Given the product [CH3:11][O:10][C:2]1[CH:7]=[CH:6][C:5]([Br:8])=[C:4]([CH3:9])[N:3]=1, predict the reactants needed to synthesize it.